From a dataset of Forward reaction prediction with 1.9M reactions from USPTO patents (1976-2016). Predict the product of the given reaction. (1) Given the reactants [CH3:1][O:2][C:3]([C:5]1[C:10](=[O:11])[N:9]([CH2:12][C:13]2[CH:18]=[CH:17][C:16]([C:19]([F:22])([F:21])[F:20])=[CH:15][CH:14]=2)[N:8]2[CH:23]=[C:24](Br)[CH:25]=[C:7]2[C:6]=1[OH:27])=[O:4].[C:28]1(B(O)O)[CH:33]=[CH:32][CH:31]=[CH:30][CH:29]=1.C(=O)([O-])[O-].[Na+].[Na+], predict the reaction product. The product is: [CH3:1][O:2][C:3]([C:5]1[C:10](=[O:11])[N:9]([CH2:12][C:13]2[CH:18]=[CH:17][C:16]([C:19]([F:22])([F:21])[F:20])=[CH:15][CH:14]=2)[N:8]2[CH:23]=[C:24]([C:28]3[CH:33]=[CH:32][CH:31]=[CH:30][CH:29]=3)[CH:25]=[C:7]2[C:6]=1[OH:27])=[O:4]. (2) Given the reactants [Br:1][C:2]1[N:3]=[C:4]([CH:12]2[S:17](=[O:19])(=[O:18])[CH2:16][CH2:15][N:14]([C:20]([O:22][C:23]([CH3:26])([CH3:25])[CH3:24])=[O:21])[CH2:13]2)[N:5]2[CH:10]=[CH:9][N:8]=[C:7](Cl)[C:6]=12.[CH3:27][O:28][C:29]1[CH:34]=[C:33]([O:35][CH3:36])[CH:32]=[CH:31][C:30]=1[CH2:37][NH2:38].C(N(C(C)C)C(C)C)C, predict the reaction product. The product is: [Br:1][C:2]1[N:3]=[C:4]([CH:12]2[S:17](=[O:19])(=[O:18])[CH2:16][CH2:15][N:14]([C:20]([O:22][C:23]([CH3:26])([CH3:25])[CH3:24])=[O:21])[CH2:13]2)[N:5]2[CH:10]=[CH:9][N:8]=[C:7]([NH:38][CH2:37][C:30]3[CH:31]=[CH:32][C:33]([O:35][CH3:36])=[CH:34][C:29]=3[O:28][CH3:27])[C:6]=12. (3) Given the reactants [Cl:1][C:2]1[CH:7]=[CH:6][C:5]([O:8][CH3:9])=[CH:4][C:3]=1[C:10]1[C:20]([CH3:21])=[CH:19][C:13]2[N:14]=[C:15]([NH2:18])[N:16]=[N:17][C:12]=2[CH:11]=1.Br[C:23]1[CH:36]=[CH:35][C:26]([O:27][CH2:28][CH2:29][N:30]2[CH2:34][CH2:33][CH2:32][CH2:31]2)=[CH:25][CH:24]=1.C([O-])([O-])=O.[Cs+].[Cs+].CC1(C)C2C(=C(P(C3C=CC=CC=3)C3C=CC=CC=3)C=CC=2)OC2C(P(C3C=CC=CC=3)C3C=CC=CC=3)=CC=CC1=2, predict the reaction product. The product is: [Cl:1][C:2]1[CH:7]=[CH:6][C:5]([O:8][CH3:9])=[CH:4][C:3]=1[C:10]1[C:20]([CH3:21])=[CH:19][C:13]2[N:14]=[C:15]([NH:18][C:23]3[CH:24]=[CH:25][C:26]([O:27][CH2:28][CH2:29][N:30]4[CH2:31][CH2:32][CH2:33][CH2:34]4)=[CH:35][CH:36]=3)[N:16]=[N:17][C:12]=2[CH:11]=1. (4) Given the reactants [OH:1][CH:2]([C:10]1[CH:15]=[CH:14][C:13]([C:16]2[CH:21]=[CH:20][C:19]([Cl:22])=[CH:18][CH:17]=2)=[CH:12][CH:11]=1)[CH2:3][CH2:4][CH2:5][CH2:6][C:7](O)=[O:8].[NH2:23][NH2:24], predict the reaction product. The product is: [NH2:23][NH:24][C:7](=[O:8])[CH2:6][CH2:5][CH2:4][CH2:3][CH:2]([C:10]1[CH:15]=[CH:14][C:13]([C:16]2[CH:21]=[CH:20][C:19]([Cl:22])=[CH:18][CH:17]=2)=[CH:12][CH:11]=1)[OH:1]. (5) Given the reactants [CH:1]1([C:9]([O:11][CH2:12][CH3:13])=[O:10])[C:3]2([CH2:8][CH2:7][NH:6][CH2:5][CH2:4]2)[CH2:2]1.[O:14]1[CH2:19][CH2:18][C:17](=O)[CH2:16][CH2:15]1.C(O[BH-](OC(=O)C)OC(=O)C)(=O)C.[Na+], predict the reaction product. The product is: [O:14]1[CH2:19][CH2:18][CH:17]([N:6]2[CH2:7][CH2:8][C:3]3([CH:1]([C:9]([O:11][CH2:12][CH3:13])=[O:10])[CH2:2]3)[CH2:4][CH2:5]2)[CH2:16][CH2:15]1. (6) Given the reactants [Br:1][C:2]1[CH:7]=[CH:6][C:5]([F:8])=[CH:4][C:3]=1[F:9].[Br:10]Br.S(=O)(=O)(O)[O-].[Na+], predict the reaction product. The product is: [Br:1][C:2]1[CH:7]=[C:6]([Br:10])[C:5]([F:8])=[CH:4][C:3]=1[F:9]. (7) The product is: [NH2:22][C:19]1[CH:18]=[CH:17][C:16]([CH2:15][N:12]2[CH2:13][CH2:14][N:10]([CH2:9][C:8]3[CH:34]=[CH:35][C:5]([C:1]([CH3:2])([CH3:3])[CH3:4])=[CH:6][CH:7]=3)[C:11]2=[O:33])=[CH:21][CH:20]=1. Given the reactants [C:1]([C:5]1[CH:35]=[CH:34][C:8]([CH2:9][N:10]2[CH2:14][CH2:13][N:12]([CH2:15][C:16]3[CH:21]=[CH:20][C:19]([N:22]4C(=O)C5C(=CC=CC=5)C4=O)=[CH:18][CH:17]=3)[C:11]2=[O:33])=[CH:7][CH:6]=1)([CH3:4])([CH3:3])[CH3:2].O, predict the reaction product. (8) Given the reactants [CH3:1][O:2][C:3](=[O:20])[C:4]1[CH:9]=[CH:8][C:7]([O:10][CH2:11][CH2:12][CH2:13][CH2:14][CH2:15][CH2:16][CH2:17][CH3:18])=[CH:6][C:5]=1[OH:19].Br[CH2:22][CH2:23][CH2:24][CH:25]=[CH2:26].C([O-])([O-])=O.[K+].[K+], predict the reaction product. The product is: [CH3:1][O:2][C:3](=[O:20])[C:4]1[CH:9]=[CH:8][C:7]([O:10][CH2:11][CH2:12][CH2:13][CH2:14][CH2:15][CH2:16][CH2:17][CH3:18])=[CH:6][C:5]=1[O:19][CH2:26][CH2:25][CH2:24][CH:23]=[CH2:22]. (9) Given the reactants [Br-].[Li+].[F:3][C:4]1[CH:9]=[CH:8][C:7]([C:10]2[N:14]=[C:13]([CH:15]=[CH2:16])[O:12][N:11]=2)=[CH:6][CH:5]=1.[S:17]1[CH:21]=[CH:20][N:19]=[C:18]1[CH:22]=[N:23][CH:24]([CH2:32][CH:33]([CH3:35])[CH3:34])[C:25]([O:27][C:28]([CH3:31])([CH3:30])[CH3:29])=[O:26].C(N(CC)CC)C, predict the reaction product. The product is: [F:3][C:4]1[CH:5]=[CH:6][C:7]([C:10]2[N:14]=[C:13]([C@@H:15]3[C@H:22]([C:18]4[S:17][CH:21]=[CH:20][N:19]=4)[NH:23][C@:24]([CH2:32][CH:33]([CH3:35])[CH3:34])([C:25]([O:27][C:28]([CH3:29])([CH3:30])[CH3:31])=[O:26])[CH2:16]3)[O:12][N:11]=2)=[CH:8][CH:9]=1. (10) Given the reactants [Cl:1][C:2]1[CH:3]=[C:4]([C:8]2[CH:13]=[C:12]([C:14]([F:17])([F:16])[F:15])[NH:11][C:10](=O)[N:9]=2)[CH:5]=[CH:6][CH:7]=1.O=P(Cl)(Cl)[Cl:21], predict the reaction product. The product is: [Cl:21][C:10]1[N:9]=[C:8]([C:4]2[CH:5]=[CH:6][CH:7]=[C:2]([Cl:1])[CH:3]=2)[CH:13]=[C:12]([C:14]([F:17])([F:16])[F:15])[N:11]=1.